Dataset: Forward reaction prediction with 1.9M reactions from USPTO patents (1976-2016). Task: Predict the product of the given reaction. (1) Given the reactants [CH3:1][NH:2][CH:3]1[CH2:8][CH2:7][CH:6]([O:9][C:10]2[C:21]3[C:20]4[C@@H:19]([CH2:22][C:23]([NH2:25])=[O:24])[CH2:18][CH2:17][C:16]=4[S:15][C:14]=3[N:13]=[CH:12][N:11]=2)[CH2:5][CH2:4]1.Cl[CH2:27][C:28]([N:30]1[CH2:34][CH2:33][CH2:32][CH2:31]1)=[O:29].C(=O)([O-])[O-].[K+].[K+], predict the reaction product. The product is: [CH3:1][N:2]([CH2:27][C:28](=[O:29])[N:30]1[CH2:34][CH2:33][CH2:32][CH2:31]1)[CH:3]1[CH2:8][CH2:7][CH:6]([O:9][C:10]2[C:21]3[C:20]4[C@@H:19]([CH2:22][C:23]([NH2:25])=[O:24])[CH2:18][CH2:17][C:16]=4[S:15][C:14]=3[N:13]=[CH:12][N:11]=2)[CH2:5][CH2:4]1. (2) Given the reactants [CH2:1]([O:3][C:4]([C:6]12[CH2:13][C:10]([NH2:14])([CH2:11][CH2:12]1)[CH2:9][CH2:8][CH2:7]2)=[O:5])[CH3:2].C(Cl)Cl.[CH3:18][C:19]1[N:24]=[C:23]([C:25](O)=[O:26])[CH:22]=[N:21][CH:20]=1.F[P-](F)(F)(F)(F)F.N1(O[P+](N(C)C)(N(C)C)N(C)C)C2C=CC=CC=2N=N1.C(N(CC)CC)C, predict the reaction product. The product is: [CH2:1]([O:3][C:4]([C:6]12[CH2:13][C:10]([NH:14][C:25]([C:23]3[CH:22]=[N:21][CH:20]=[C:19]([CH3:18])[N:24]=3)=[O:26])([CH2:11][CH2:12]1)[CH2:9][CH2:8][CH2:7]2)=[O:5])[CH3:2]. (3) The product is: [CH3:15][O:16][C:17]([C:19]1[S:20][C:21]([C:24](=[O:25])[NH:12][CH:10]([C:6]2[CH:7]=[CH:8][CH:9]=[C:4]([O:3][C:2]([F:13])([F:14])[F:1])[CH:5]=2)[CH3:11])=[CH:22][CH:23]=1)=[O:18]. Given the reactants [F:1][C:2]([F:14])([F:13])[O:3][C:4]1[CH:5]=[C:6]([CH:10]([NH2:12])[CH3:11])[CH:7]=[CH:8][CH:9]=1.[CH3:15][O:16][C:17]([C:19]1[S:20][C:21]([C:24](O)=[O:25])=[CH:22][CH:23]=1)=[O:18], predict the reaction product. (4) Given the reactants CC([NH:6][S:7]([C:10]1[CH:15]=[CH:14][C:13]([C:16]2[CH:21]=[CH:20][C:19]([C:22]([F:25])([F:24])[F:23])=[CH:18][CH:17]=2)=[CH:12][CH:11]=1)(=[O:9])=[O:8])(C#C)C.N([Si](C)(C)C)=[N+]=[N-].CCOC(C)=O, predict the reaction product. The product is: [F:25][C:22]([F:23])([F:24])[C:19]1[CH:18]=[CH:17][C:16]([C:13]2[CH:12]=[CH:11][C:10]([S:7]([NH2:6])(=[O:8])=[O:9])=[CH:15][CH:14]=2)=[CH:21][CH:20]=1.